This data is from Full USPTO retrosynthesis dataset with 1.9M reactions from patents (1976-2016). The task is: Predict the reactants needed to synthesize the given product. (1) The reactants are: [C:1]([OH:5])(=[O:4])[CH2:2][CH3:3].[Ca:6]. Given the product [C:1]([O-:5])(=[O:4])[CH2:2][CH3:3].[Ca+2:6].[C:1]([O-:5])(=[O:4])[CH2:2][CH3:3], predict the reactants needed to synthesize it. (2) Given the product [Cl:35][CH2:22][C:11]1[O:10][C:9]([C:6]2[CH:7]=[CH:8][C:3]([O:2][CH3:1])=[CH:4][CH:5]=2)=[N:13][C:12]=1[CH2:14][O:15][CH:16]1[CH2:21][CH2:20][CH2:19][CH2:18][O:17]1, predict the reactants needed to synthesize it. The reactants are: [CH3:1][O:2][C:3]1[CH:8]=[CH:7][C:6]([C:9]2[O:10][C:11]([CH2:22]O)=[C:12]([CH2:14][O:15][CH:16]3[CH2:21][CH2:20][CH2:19][CH2:18][O:17]3)[N:13]=2)=[CH:5][CH:4]=1.C(N(CC)CC)C.CS([Cl:35])(=O)=O. (3) Given the product [CH2:21]([O:20][C@@H:5]([CH2:6][C:7]1[CH:8]=[CH:9][C:10]([O:13][C:14]([C:17](=[O:19])[NH:42][CH2:43][CH2:44][CH2:45][CH2:46][CH2:47][CH2:48][CH3:49])([CH3:15])[CH3:16])=[CH:11][CH:12]=1)[C:4]([OH:3])=[O:23])[CH3:22], predict the reactants needed to synthesize it. The reactants are: C([O:3][C:4](=[O:23])[C@@H:5]([O:20][CH2:21][CH3:22])[CH2:6][C:7]1[CH:12]=[CH:11][C:10]([O:13][C:14]([C:17]([OH:19])=O)([CH3:16])[CH3:15])=[CH:9][CH:8]=1)C.C(O[C@@H](CC1C=CC(O[C@@H](C(=O)[NH:42][CH2:43][CH2:44][C:45]2C=[CH:49][C:48](OC3C=CC=CC=3)=[CH:47][CH:46]=2)C)=CC=1)C(O)=O)C. (4) Given the product [CH3:1][O:2][C:3]1[CH:8]=[CH:7][CH:6]=[CH:5][C:4]=1[N:9]1[CH2:14][CH2:13][N:12]([CH2:16][CH2:17][CH2:18][CH2:19][N:20]2[C:24](=[O:25])[C:23]3[C:22](=[CH:29][CH:28]=[CH:27][CH:26]=3)[C:21]2=[O:30])[CH2:11][CH2:10]1, predict the reactants needed to synthesize it. The reactants are: [CH3:1][O:2][C:3]1[CH:8]=[CH:7][CH:6]=[CH:5][C:4]=1[N:9]1[CH2:14][CH2:13][NH:12][CH2:11][CH2:10]1.Br[CH2:16][CH2:17][CH2:18][CH2:19][N:20]1[C:24](=[O:25])[C:23]2=[CH:26][CH:27]=[CH:28][CH:29]=[C:22]2[C:21]1=[O:30].C([O-])([O-])=O.[K+].[K+]. (5) Given the product [F:33][C:34]1[CH:66]=[C:65]([C:67]([F:70])([F:68])[F:69])[CH:64]=[CH:63][C:35]=1[C:36]([NH:38][C:39]1[CH:44]=[CH:43][C:42]([C:45]2[CH:53]=[C:52]3[C:48]([CH2:49][N:50]([C@@H:55]([CH:60]([CH3:62])[CH3:61])[C:56]([OH:58])=[O:57])[C:51]3=[O:54])=[CH:47][CH:46]=2)=[CH:41][CH:40]=1)=[O:37], predict the reactants needed to synthesize it. The reactants are: C(NC1C=CC(C2C=C3C(CN([C@@H](C(C)C)C(O)=O)C3=O)=CC=2)=CC=1)(=O)C1C=CC=CC=1.[F:33][C:34]1[CH:66]=[C:65]([C:67]([F:70])([F:69])[F:68])[CH:64]=[CH:63][C:35]=1[C:36]([NH:38][C:39]1[CH:44]=[CH:43][C:42]([C:45]2[CH:53]=[C:52]3[C:48]([CH2:49][N:50]([C@@H:55]([CH:60]([CH3:62])[CH3:61])[C:56]([O:58]C)=[O:57])[C:51]3=[O:54])=[CH:47][CH:46]=2)=[CH:41][CH:40]=1)=[O:37]. (6) Given the product [Cl:15][C:2]1[N:3]=[C:4]2[S:11][C:10]([CH3:12])=[CH:9][N:5]2[C:6](=[O:8])[CH:7]=1, predict the reactants needed to synthesize it. The reactants are: O[C:2]1[N:3]=[C:4]2[S:11][C:10]([CH3:12])=[CH:9][N:5]2[C:6](=[O:8])[CH:7]=1.P(Cl)(Cl)([Cl:15])=O. (7) Given the product [CH3:27][C:28]1[CH:29]=[N:30][N:31]([CH2:2][CH2:3][C@@H:4]2[CH2:9][N:8]([C:10]([O:12][CH2:13][C:14]3[CH:19]=[CH:18][CH:17]=[CH:16][CH:15]=3)=[O:11])[CH2:7][CH2:6][N:5]2[C:20]([O:22][C:23]([CH3:26])([CH3:25])[CH3:24])=[O:21])[CH:32]=1, predict the reactants needed to synthesize it. The reactants are: Br[CH2:2][CH2:3][C@@H:4]1[CH2:9][N:8]([C:10]([O:12][CH2:13][C:14]2[CH:19]=[CH:18][CH:17]=[CH:16][CH:15]=2)=[O:11])[CH2:7][CH2:6][N:5]1[C:20]([O:22][C:23]([CH3:26])([CH3:25])[CH3:24])=[O:21].[CH3:27][C:28]1[CH:29]=[N:30][NH:31][CH:32]=1.C(=O)([O-])[O-].[K+].[K+].CN(C=O)C. (8) Given the product [C:10]([N:9]=[C:12]([NH2:13])[NH:1][C:2]1[CH:7]=[N:6][C:5]([F:8])=[CH:4][CH:3]=1)#[N:11], predict the reactants needed to synthesize it. The reactants are: [NH2:1][C:2]1[CH:3]=[CH:4][C:5]([F:8])=[N:6][CH:7]=1.[N-:9]([C:12]#[N:13])[C:10]#[N:11].[Na+]. (9) Given the product [CH2:1]([NH:4][C:5]1[C:14]2[C:9](=[CH:10][CH:11]=[C:12]([N+:15]([O-:17])=[O:16])[CH:13]=2)[N:8]=[C:7]([NH:25][CH:19]2[CH2:24][CH2:23][CH2:22][CH2:21][CH2:20]2)[N:6]=1)[CH:2]=[CH2:3], predict the reactants needed to synthesize it. The reactants are: [CH2:1]([NH:4][C:5]1[C:14]2[C:9](=[CH:10][CH:11]=[C:12]([N+:15]([O-:17])=[O:16])[CH:13]=2)[N:8]=[C:7](Cl)[N:6]=1)[CH:2]=[CH2:3].[CH:19]1([NH2:25])[CH2:24][CH2:23][CH2:22][CH2:21][CH2:20]1. (10) Given the product [O:18]([CH2:17][C:12]1[CH:13]=[C:14]2[CH:15]=[N:7][CH2:8][CH2:9][N:10]2[N:11]=1)[C:19]1[CH:20]=[CH:21][CH:22]=[CH:23][CH:24]=1, predict the reactants needed to synthesize it. The reactants are: C(OC(=O)[NH:7][CH2:8][CH2:9][N:10]1[C:14]([CH:15]=O)=[CH:13][C:12]([CH2:17][O:18][C:19]2[CH:24]=[CH:23][CH:22]=[CH:21][CH:20]=2)=[N:11]1)(C)(C)C.CC1C2N(N=C(COC3C=CC=CC=3)C=2)CCN=1.